This data is from Catalyst prediction with 721,799 reactions and 888 catalyst types from USPTO. The task is: Predict which catalyst facilitates the given reaction. (1) Reactant: O[CH:2]1[CH2:7]SC(O)C[S:3]1.[C:9]([CH2:11][C:12]([NH2:14])=[O:13])#[N:10].C(N(CC)CC)C. Product: [NH2:10][C:9]1[S:3][CH:2]=[CH:7][C:11]=1[C:12]([NH2:14])=[O:13]. The catalyst class is: 8. (2) Reactant: [CH3:1][C@H:2]1[NH:7][CH2:6][CH2:5][N:4]([C:8]([O:10][C:11]([CH3:14])([CH3:13])[CH3:12])=[O:9])[CH2:3]1.CCN(C(C)C)C(C)C.[F:24][C:25]([F:38])([F:37])[O:26][C:27]1[CH:32]=[CH:31][C:30]([S:33](Cl)(=[O:35])=[O:34])=[CH:29][CH:28]=1.Cl. Product: [CH3:1][C@H:2]1[N:7]([S:33]([C:30]2[CH:29]=[CH:28][C:27]([O:26][C:25]([F:24])([F:37])[F:38])=[CH:32][CH:31]=2)(=[O:35])=[O:34])[CH2:6][CH2:5][N:4]([C:8]([O:10][C:11]([CH3:13])([CH3:12])[CH3:14])=[O:9])[CH2:3]1. The catalyst class is: 2. (3) Reactant: [NH2:1][C:2]1[C:7]([O:8][CH2:9][C:10](OCC)=[O:11])=[CH:6][N:5]=[C:4]([Cl:15])[N:3]=1.[NH2:16][C:17]1[C:22]([O:23][CH2:24][C:25](OCC)=[O:26])=[CH:21][N:20]=[C:19]([Br:30])[N:18]=1.CN(C)C=O.C(=O)([O-])[O-].[K+].[K+]. Product: [Cl:15][C:4]1[N:5]=[CH:6][C:7]2[O:8][CH2:9][C:10](=[O:11])[NH:1][C:2]=2[N:3]=1.[Br:30][C:19]1[N:20]=[CH:21][C:22]2[O:23][CH2:24][C:25](=[O:26])[NH:16][C:17]=2[N:18]=1. The catalyst class is: 6. (4) Reactant: [Br:1][C:2]1[N:6]=[C:5]([NH2:7])[S:4][N:3]=1.[CH3:8][C:9]([O:12][C:13](O[C:13]([O:12][C:9]([CH3:11])([CH3:10])[CH3:8])=[O:14])=[O:14])([CH3:11])[CH3:10]. Product: [Br:1][C:2]1[N:6]=[C:5]([NH:7][C:13](=[O:14])[O:12][C:9]([CH3:11])([CH3:10])[CH3:8])[S:4][N:3]=1. The catalyst class is: 630. (5) Reactant: C(N(CC)CC)C.[F:8]C(F)(S(F)(=O)=O)C(F)(F)C(F)(F)C(F)(F)F.[Cl:25][C:26]1[CH:27]=[C:28]([CH:32]2[C:34]3([CH2:39][CH2:38][CH:37](O)[CH2:36][CH2:35]3)[O:33]2)[CH:29]=[CH:30][CH:31]=1.ClC1C=C(C2C3(CCC=CC3)O2)C=CC=1. Product: [Cl:25][C:26]1[CH:27]=[C:28]([CH:32]2[C:34]3([CH2:39][CH2:38][CH:37]([F:8])[CH2:36][CH2:35]3)[O:33]2)[CH:29]=[CH:30][CH:31]=1. The catalyst class is: 30.